Dataset: Retrosynthesis with 50K atom-mapped reactions and 10 reaction types from USPTO. Task: Predict the reactants needed to synthesize the given product. Given the product O=C(OCC(O)CO)C(=O)c1ccc(OCCOc2ccc3ccccc3c2)cc1, predict the reactants needed to synthesize it. The reactants are: O=C(O)C(=O)c1ccc(OCCOc2ccc3ccccc3c2)cc1.OCC(O)CO.